Predict the product of the given reaction. From a dataset of Forward reaction prediction with 1.9M reactions from USPTO patents (1976-2016). (1) The product is: [Br:1][C:2]1[CH:3]=[CH:4][C:5]2[O:9][N:8]=[C:7]([NH:10][C:12](=[O:13])[O:14][C:15]([CH3:18])([CH3:17])[CH3:16])[C:6]=2[CH:11]=1. Given the reactants [Br:1][C:2]1[CH:3]=[CH:4][C:5]2[O:9][N:8]=[C:7]([NH2:10])[C:6]=2[CH:11]=1.[C:12](O[C:12]([O:14][C:15]([CH3:18])([CH3:17])[CH3:16])=[O:13])([O:14][C:15]([CH3:18])([CH3:17])[CH3:16])=[O:13].C(N(CC)CC)C.O, predict the reaction product. (2) Given the reactants [CH3:1][N:2]([CH3:18])[C:3]1([CH2:10][C:11]2[CH:16]=[CH:15][CH:14]=[CH:13][C:12]=2[F:17])[CH2:8][CH2:7][C:6](=[O:9])[CH2:5][CH2:4]1.[Cl-:19].[NH4+], predict the reaction product. The product is: [CH3:18][N:2]([CH3:1])[C:3]1([CH2:10][C:11]2[CH:16]=[CH:15][CH:14]=[CH:13][C:12]=2[F:17])[CH2:8][CH2:7][C:6]([CH2:11][CH2:10][C:3]2[CH:8]=[CH:7][CH:6]=[CH:5][CH:4]=2)([OH:9])[CH2:5][CH2:4]1.[ClH:19].[CH3:18][N:2]([CH3:1])[C:3]1([CH2:10][C:11]2[CH:16]=[CH:15][CH:14]=[CH:13][C:12]=2[F:17])[CH2:8][CH2:7][C:6]([CH2:11][CH2:10][C:3]2[CH:8]=[CH:7][CH:6]=[CH:5][CH:4]=2)([OH:9])[CH2:5][CH2:4]1.